From a dataset of Full USPTO retrosynthesis dataset with 1.9M reactions from patents (1976-2016). Predict the reactants needed to synthesize the given product. (1) Given the product [C:1]([N:21]1[CH:25]=[C:24]([CH2:26][OH:27])[N:23]=[CH:22]1)([C:14]1[CH:19]=[CH:18][CH:17]=[CH:16][CH:15]=1)([C:8]1[CH:13]=[CH:12][CH:11]=[CH:10][CH:9]=1)[C:2]1[CH:7]=[CH:6][CH:5]=[CH:4][CH:3]=1, predict the reactants needed to synthesize it. The reactants are: [C:1](Cl)([C:14]1[CH:19]=[CH:18][CH:17]=[CH:16][CH:15]=1)([C:8]1[CH:13]=[CH:12][CH:11]=[CH:10][CH:9]=1)[C:2]1[CH:7]=[CH:6][CH:5]=[CH:4][CH:3]=1.[NH:21]1[CH:25]=[C:24]([CH2:26][OH:27])[N:23]=[CH:22]1.C(N(CC)CC)C. (2) Given the product [OH:32]/[N:31]=[C:12](/[C:14]1[CH:19]=[CH:18][N:17]=[C:16]([CH3:20])[CH:15]=1)\[CH2:11][C@H:10]([C:7]1[CH:8]=[CH:9][C:4]([C:3]([N:2]([CH3:29])[CH3:1])=[O:28])=[CH:5][CH:6]=1)[C:21]1[CH:26]=[CH:25][CH:24]=[CH:23][C:22]=1[CH3:27], predict the reactants needed to synthesize it. The reactants are: [CH3:1][N:2]([CH3:29])[C:3](=[O:28])[C:4]1[CH:9]=[CH:8][C:7]([C@H:10]([C:21]2[CH:26]=[CH:25][CH:24]=[CH:23][C:22]=2[CH3:27])[CH2:11][C:12]([C:14]2[CH:19]=[CH:18][N:17]=[C:16]([CH3:20])[CH:15]=2)=O)=[CH:6][CH:5]=1.Cl.[NH2:31][OH:32].C(=O)([O-])O.[Na+]. (3) Given the product [CH:1]1([CH2:4][O:5][C:6]2[CH:11]=[CH:10][C:9]([S:12]([CH3:15])(=[O:14])=[O:13])=[CH:8][C:7]=2[C:16]2[CH:17]=[C:18]([O:33][C:31]3[CH:30]=[N:29][N:28]([CH:26]([CH3:27])[CH3:25])[CH:32]=3)[C:19](=[O:23])[N:20]([CH3:22])[CH:21]=2)[CH2:3][CH2:2]1, predict the reactants needed to synthesize it. The reactants are: [CH:1]1([CH2:4][O:5][C:6]2[CH:11]=[CH:10][C:9]([S:12]([CH3:15])(=[O:14])=[O:13])=[CH:8][C:7]=2[C:16]2[CH:17]=[C:18](I)[C:19](=[O:23])[N:20]([CH3:22])[CH:21]=2)[CH2:3][CH2:2]1.[CH3:25][CH:26]([N:28]1[CH:32]=[C:31]([OH:33])[CH:30]=[N:29]1)[CH3:27].CC(C)(C(=O)CC(=O)C(C)(C)C)C.[O-]P([O-])([O-])=O.[K+].[K+].[K+]. (4) Given the product [F:1][C:2]([F:17])([F:18])[C:3]1[CH:16]=[CH:15][C:6]([O:7][C:8]2[CH:9]=[CH:10][C:11]([O:14][C:21](=[O:22])[N:20]([CH3:19])[C:24]3[CH:29]=[CH:28][CH:27]=[CH:26][CH:25]=3)=[CH:12][CH:13]=2)=[CH:5][CH:4]=1, predict the reactants needed to synthesize it. The reactants are: [F:1][C:2]([F:18])([F:17])[C:3]1[CH:16]=[CH:15][C:6]([O:7][C:8]2[CH:13]=[CH:12][C:11]([OH:14])=[CH:10][CH:9]=2)=[CH:5][CH:4]=1.[CH3:19][N:20]([C:24]1[CH:29]=[CH:28][CH:27]=[CH:26][CH:25]=1)[C:21](Cl)=[O:22]. (5) Given the product [C:13]([O:17][C:18]([N:20]1[CH2:25][CH2:24][CH2:23][CH:22]([O:12][C:8]2[CH:7]=[C:6]3[C:11](=[CH:10][CH:9]=2)[C:2]([Cl:1])=[N:3][CH:4]=[CH:5]3)[CH2:21]1)=[O:19])([CH3:16])([CH3:14])[CH3:15], predict the reactants needed to synthesize it. The reactants are: [Cl:1][C:2]1[C:11]2[C:6](=[CH:7][C:8]([OH:12])=[CH:9][CH:10]=2)[CH:5]=[CH:4][N:3]=1.[C:13]([O:17][C:18]([N:20]1[CH2:25][CH2:24][CH2:23][CH:22](OS(C)(=O)=O)[CH2:21]1)=[O:19])([CH3:16])([CH3:15])[CH3:14].CCN(P1(N(C)CCCN1)=NC(C)(C)C)CC. (6) The reactants are: [CH:1]1([NH:4][S:5]([C:8]2[CH:9]=[C:10]([CH:44]=[CH:45][CH:46]=2)[C:11]([NH:13][C:14]2[S:15][C:16]3[CH2:43][CH2:42][CH2:41][CH2:40][C:17]=3[C:18]=2[C:19]([NH:21][C:22]2[CH:27]=[CH:26][C:25]([CH2:28][CH2:29][C:30]3[CH:39]=[CH:38][C:33]([C:34]([O:36][CH3:37])=[O:35])=[CH:32][CH:31]=3)=[CH:24][CH:23]=2)=[O:20])=[O:12])(=[O:7])=[O:6])[CH2:3][CH2:2]1.Br[CH2:48][CH2:49][CH2:50][CH2:51][C:52]([O:54][CH3:55])=[O:53].C(=O)([O-])[O-].[K+].[K+].C(O)(=O)CC(CC(O)=O)(C(O)=O)O. Given the product [CH:1]1([N:4]([CH2:48][CH2:49][CH2:50][CH2:51][C:52]([O:54][CH3:55])=[O:53])[S:5]([C:8]2[CH:9]=[C:10]([CH:44]=[CH:45][CH:46]=2)[C:11]([NH:13][C:14]2[S:15][C:16]3[CH2:43][CH2:42][CH2:41][CH2:40][C:17]=3[C:18]=2[C:19]([NH:21][C:22]2[CH:27]=[CH:26][C:25]([CH2:28][CH2:29][C:30]3[CH:31]=[CH:32][C:33]([C:34]([O:36][CH3:37])=[O:35])=[CH:38][CH:39]=3)=[CH:24][CH:23]=2)=[O:20])=[O:12])(=[O:7])=[O:6])[CH2:3][CH2:2]1, predict the reactants needed to synthesize it. (7) Given the product [C:1]([N:5]1[C:9]([C:10]2[CH:11]=[CH:12][C:13]([F:16])=[CH:14][CH:15]=2)=[C:8]([C:17]2[S:18][CH:19]=[C:20]([CH2:22][NH2:23])[N:21]=2)[CH:7]=[N:6]1)([CH3:4])([CH3:3])[CH3:2], predict the reactants needed to synthesize it. The reactants are: [C:1]([N:5]1[C:9]([C:10]2[CH:15]=[CH:14][C:13]([F:16])=[CH:12][CH:11]=2)=[C:8]([C:17]2[S:18][CH:19]=[C:20]([CH2:22][NH:23]C(=O)O)[N:21]=2)[CH:7]=[N:6]1)([CH3:4])([CH3:3])[CH3:2].